Dataset: Reaction yield outcomes from USPTO patents with 853,638 reactions. Task: Predict the reaction yield, written as a fraction of the theoretical maximum amount of product (1.0 means a 100% yield; for example, 0.34 means a 34% yield). (1) The yield is 0.220. The product is [OH:7][C:4]1([C:9]2[CH:14]=[CH:13][CH:12]=[CH:11][CH:10]=2)[CH2:5][CH2:6][C:1](=[O:8])[CH2:2][CH2:3]1. The reactants are [C:1]1(=[O:8])[CH2:6][CH2:5][C:4](=[O:7])[CH2:3][CH2:2]1.[C:9]1([Mg]Br)[CH:14]=[CH:13][CH:12]=[CH:11][CH:10]=1. The catalyst is C1COCC1. (2) The reactants are C([O:3][C:4]([C:6]1[N:10]2[CH:11]=[C:12]([C:24]3[CH:29]=[CH:28][C:27]([Cl:30])=[CH:26][C:25]=3[Cl:31])[C:13]([CH2:15][NH:16][C:17]([O:19][C:20]([CH3:23])([CH3:22])[CH3:21])=[O:18])=[CH:14][C:9]2=[N:8][CH:7]=1)=[O:5])C.O[Li].O.Cl. The catalyst is CO.O. The product is [C:20]([O:19][C:17]([NH:16][CH2:15][C:13]1[C:12]([C:24]2[CH:29]=[CH:28][C:27]([Cl:30])=[CH:26][C:25]=2[Cl:31])=[CH:11][N:10]2[C:6]([C:4]([OH:5])=[O:3])=[CH:7][N:8]=[C:9]2[CH:14]=1)=[O:18])([CH3:23])([CH3:21])[CH3:22]. The yield is 0.920. (3) The reactants are Br[C:2]1[S:3][CH:4]=[C:5]([CH3:7])[N:6]=1.C([Li])CCC.Cl[C:14]1[CH:19]=[C:18]([F:20])[CH:17]=[CH:16][N:15]=1.CCOC(C)=O. The catalyst is C1COCC1.CCOCC.[Cl-].[Zn+2].[Cl-].C1C=CC(P(C2C=CC=CC=2)[C-]2C=CC=C2)=CC=1.C1C=CC(P(C2C=CC=CC=2)[C-]2C=CC=C2)=CC=1.Cl[Pd]Cl.[Fe+2]. The product is [F:20][C:18]1[CH:17]=[CH:16][N:15]=[C:14]([C:2]2[S:3][CH:4]=[C:5]([CH3:7])[N:6]=2)[CH:19]=1. The yield is 0.240. (4) The reactants are [CH3:1][O:2][C:3](=[O:12])[C:4]1[CH:9]=[CH:8][C:7]([F:10])=[C:6]([OH:11])[CH:5]=1.CC([O-])(C)C.[K+].[C:19]1(=[O:23])[O:22][CH2:21][CH2:20]1.C([O-])(O)=O.[Na+]. The catalyst is C1COCC1.CCOC(C)=O.O. The product is [CH3:1][O:2][C:3](=[O:12])[C:4]1[CH:9]=[CH:8][C:7]([F:10])=[C:6]([O:11][CH2:21][CH2:20][C:19]([OH:23])=[O:22])[CH:5]=1. The yield is 0.900. (5) The reactants are [H-].[Na+].[CH3:3][C:4]1[CH:5]=[C:6]2[C:10](=[CH:11][CH:12]=1)[NH:9][C:8](=[O:13])[C:7]12[C:17]2=[CH:18][C:19]3[O:23][CH2:22][O:21][C:20]=3[CH:24]=[C:16]2[O:15][CH2:14]1.Br[CH2:26][C:27]1[O:28][C:29]([C:32]([F:35])([F:34])[F:33])=[CH:30][CH:31]=1. The catalyst is CN(C)C=O. The product is [CH3:3][C:4]1[CH:5]=[C:6]2[C:10](=[CH:11][CH:12]=1)[N:9]([CH2:26][C:27]1[O:28][C:29]([C:32]([F:35])([F:34])[F:33])=[CH:30][CH:31]=1)[C:8](=[O:13])[C:7]12[C:17]2=[CH:18][C:19]3[O:23][CH2:22][O:21][C:20]=3[CH:24]=[C:16]2[O:15][CH2:14]1. The yield is 0.770. (6) The reactants are C(OC([N:8]([S:14]([C:17]1[CH:22]=[CH:21][C:20]([N:23]2[C:27]([C:28]3[CH:33]=[CH:32][C:31]([CH3:34])=[CH:30][CH:29]=3)=[CH:26][C:25]([C:35]([F:38])([F:37])[F:36])=[N:24]2)=[CH:19][CH:18]=1)(=[O:16])=[O:15])[CH2:9][C:10](OC)=[O:11])=O)(C)(C)C.[BH4-].[Na+]. The catalyst is CO. The product is [OH:11][CH2:10][CH2:9][NH:8][S:14]([C:17]1[CH:18]=[CH:19][C:20]([N:23]2[C:27]([C:28]3[CH:33]=[CH:32][C:31]([CH3:34])=[CH:30][CH:29]=3)=[CH:26][C:25]([C:35]([F:36])([F:38])[F:37])=[N:24]2)=[CH:21][CH:22]=1)(=[O:16])=[O:15]. The yield is 0.400.